Dataset: CYP2C19 inhibition data for predicting drug metabolism from PubChem BioAssay. Task: Regression/Classification. Given a drug SMILES string, predict its absorption, distribution, metabolism, or excretion properties. Task type varies by dataset: regression for continuous measurements (e.g., permeability, clearance, half-life) or binary classification for categorical outcomes (e.g., BBB penetration, CYP inhibition). Dataset: cyp2c19_veith. (1) The molecule is COc1ccc(C(=O)N2CCC3(CC2)CN(CC(C)C)C3)cc1. The result is 0 (non-inhibitor). (2) The compound is COc1ccc(C(=O)N2CCC3(CCN(Cc4ccc(C#N)cc4)CC3)CC2)cc1. The result is 0 (non-inhibitor). (3) The compound is O=C1CC(NCCC2=CCCCC2)C(=O)N1c1cccc(Cl)c1Cl. The result is 1 (inhibitor). (4) The drug is COCC(=O)N1CCC2(CC1)CCN(C(=O)Nc1cccc(C#N)c1)CC2. The result is 0 (non-inhibitor). (5) The compound is COC(=O)c1ccccc1NC(=O)c1c(Br)cnn1C. The result is 1 (inhibitor). (6) The compound is O=C(CCn1nc(-c2ccccc2)ccc1=O)NCCCN1CCCCCC1. The result is 0 (non-inhibitor).